From a dataset of NCI-60 drug combinations with 297,098 pairs across 59 cell lines. Regression. Given two drug SMILES strings and cell line genomic features, predict the synergy score measuring deviation from expected non-interaction effect. (1) Drug 1: C1=CC(=CC=C1CC(C(=O)O)N)N(CCCl)CCCl.Cl. Drug 2: CC1=C(C(CCC1)(C)C)C=CC(=CC=CC(=CC(=O)O)C)C. Cell line: T-47D. Synergy scores: CSS=18.7, Synergy_ZIP=-6.57, Synergy_Bliss=-2.01, Synergy_Loewe=-3.43, Synergy_HSA=-3.15. (2) Drug 1: CCC1(CC2CC(C3=C(CCN(C2)C1)C4=CC=CC=C4N3)(C5=C(C=C6C(=C5)C78CCN9C7C(C=CC9)(C(C(C8N6C=O)(C(=O)OC)O)OC(=O)C)CC)OC)C(=O)OC)O.OS(=O)(=O)O. Drug 2: CC1CCC2CC(C(=CC=CC=CC(CC(C(=O)C(C(C(=CC(C(=O)CC(OC(=O)C3CCCCN3C(=O)C(=O)C1(O2)O)C(C)CC4CCC(C(C4)OC)O)C)C)O)OC)C)C)C)OC. Cell line: SN12C. Synergy scores: CSS=25.6, Synergy_ZIP=-10.3, Synergy_Bliss=-0.358, Synergy_Loewe=-6.61, Synergy_HSA=-1.55. (3) Synergy scores: CSS=8.56, Synergy_ZIP=-7.93, Synergy_Bliss=-4.13, Synergy_Loewe=-25.1, Synergy_HSA=-5.74. Drug 2: CC(C)NC(=O)C1=CC=C(C=C1)CNNC.Cl. Cell line: TK-10. Drug 1: C1=CC=C(C=C1)NC(=O)CCCCCCC(=O)NO. (4) Drug 1: C1CCN(CC1)CCOC2=CC=C(C=C2)C(=O)C3=C(SC4=C3C=CC(=C4)O)C5=CC=C(C=C5)O. Drug 2: CC1OCC2C(O1)C(C(C(O2)OC3C4COC(=O)C4C(C5=CC6=C(C=C35)OCO6)C7=CC(=C(C(=C7)OC)O)OC)O)O. Cell line: MALME-3M. Synergy scores: CSS=19.5, Synergy_ZIP=-8.38, Synergy_Bliss=-1.25, Synergy_Loewe=-3.72, Synergy_HSA=-0.0861. (5) Drug 1: C1=CC(=CC=C1C#N)C(C2=CC=C(C=C2)C#N)N3C=NC=N3. Drug 2: C1=NC2=C(N=C(N=C2N1C3C(C(C(O3)CO)O)O)F)N. Cell line: SK-OV-3. Synergy scores: CSS=5.71, Synergy_ZIP=-5.67, Synergy_Bliss=-0.812, Synergy_Loewe=-1.83, Synergy_HSA=-1.91. (6) Drug 1: C1=NC2=C(N=C(N=C2N1C3C(C(C(O3)CO)O)F)Cl)N. Drug 2: CCN(CC)CCNC(=O)C1=C(NC(=C1C)C=C2C3=C(C=CC(=C3)F)NC2=O)C. Cell line: HL-60(TB). Synergy scores: CSS=-0.358, Synergy_ZIP=3.85, Synergy_Bliss=3.61, Synergy_Loewe=-21.2, Synergy_HSA=-4.36. (7) Drug 1: C1=NC2=C(N=C(N=C2N1C3C(C(C(O3)CO)O)F)Cl)N. Drug 2: CC1C(C(CC(O1)OC2CC(CC3=C2C(=C4C(=C3O)C(=O)C5=CC=CC=C5C4=O)O)(C(=O)C)O)N)O. Cell line: MDA-MB-435. Synergy scores: CSS=49.9, Synergy_ZIP=-7.70, Synergy_Bliss=-7.21, Synergy_Loewe=-4.84, Synergy_HSA=-2.84.